Dataset: Full USPTO retrosynthesis dataset with 1.9M reactions from patents (1976-2016). Task: Predict the reactants needed to synthesize the given product. Given the product [CH3:1][O:2][C:3]1[CH:10]=[C:9]([O:11][CH3:12])[CH:8]=[CH:7][C:4]=1[CH2:5][NH:6][C:14]1[S:18][C:17]([C:19]([O:21][CH3:22])=[O:20])=[CH:16][C:15]=1[N+:23]([O-:25])=[O:24], predict the reactants needed to synthesize it. The reactants are: [CH3:1][O:2][C:3]1[CH:10]=[C:9]([O:11][CH3:12])[CH:8]=[CH:7][C:4]=1[CH2:5][NH2:6].Cl[C:14]1[S:18][C:17]([C:19]([O:21][CH3:22])=[O:20])=[CH:16][C:15]=1[N+:23]([O-:25])=[O:24].C(=O)([O-])[O-].[K+].[K+].